From a dataset of Reaction yield outcomes from USPTO patents with 853,638 reactions. Predict the reaction yield, written as a fraction of the theoretical maximum amount of product (1.0 means a 100% yield; for example, 0.34 means a 34% yield). (1) The reactants are Br[C:2]1[CH:7]=[CH:6][C:5]([C:8](=[C:17]2[CH2:22][CH2:21][CH2:20][CH2:19][CH2:18]2)[C:9]2[CH:14]=[CH:13][C:12]([OH:15])=[CH:11][C:10]=2[CH3:16])=[CH:4][CH:3]=1.[C:23]([O:27][CH2:28][CH3:29])(=[O:26])[CH:24]=[CH2:25].CC1C=CC=CC=1P(C1C=CC=CC=1C)C1C=CC=CC=1C.CCN(CC)CC. The catalyst is CN(C=O)C.CC([O-])=O.CC([O-])=O.[Pd+2].O. The product is [C:17]1(=[C:8]([C:9]2[CH:14]=[CH:13][C:12]([OH:15])=[CH:11][C:10]=2[CH3:16])[C:5]2[CH:6]=[CH:7][C:2](/[CH:25]=[CH:24]/[C:23]([O:27][CH2:28][CH3:29])=[O:26])=[CH:3][CH:4]=2)[CH2:22][CH2:21][CH2:20][CH2:19][CH2:18]1. The yield is 0.600. (2) The reactants are [C:1]([C:10]1[CH:28]=[CH:27][C:13]([O:14][CH:15]([CH2:21][CH2:22][CH2:23][CH2:24][CH2:25][CH3:26])[C:16]([O:18]CC)=[O:17])=[CH:12][CH:11]=1)(=[O:9])[CH2:2][CH2:3][CH2:4][CH2:5][CH2:6][CH2:7][CH3:8].[OH-].[Li+]. No catalyst specified. The product is [C:1]([C:10]1[CH:28]=[CH:27][C:13]([O:14][CH:15]([CH2:21][CH2:22][CH2:23][CH2:24][CH2:25][CH3:26])[C:16]([OH:18])=[O:17])=[CH:12][CH:11]=1)(=[O:9])[CH2:2][CH2:3][CH2:4][CH2:5][CH2:6][CH2:7][CH3:8]. The yield is 0.870. (3) The reactants are [CH:1]1[CH:2]=[CH:3][C:4]([C@@H:7]2[N:16]([C:17]([O:19][C@@H:20]3[CH:25]4[CH2:26][CH2:27][N:22]([CH2:23][CH2:24]4)[CH2:21]3)=[O:18])[CH2:15][CH2:14][C:13]3[CH:12]=[CH:11][CH:10]=[CH:9][C:8]2=3)=[CH:5][CH:6]=1.CC(CC(C)=O)C.[C:35]([OH:42])(=[O:41])[CH2:36][CH2:37][C:38]([OH:40])=[O:39]. The catalyst is CCO. The product is [CH:1]1[CH:6]=[CH:5][C:4]([C@@H:7]2[N:16]([C:17]([O:19][C@@H:20]3[CH:25]4[CH2:24][CH2:23][N:22]([CH2:27][CH2:26]4)[CH2:21]3)=[O:18])[CH2:15][CH2:14][C:13]3[CH:12]=[CH:11][CH:10]=[CH:9][C:8]2=3)=[CH:3][CH:2]=1.[CH2:36]([C:35]([OH:42])=[O:41])[CH2:37][C:38]([OH:40])=[O:39]. The yield is 0.700. (4) The reactants are [H-].[Na+].[OH:3][CH2:4][CH2:5][N:6]1[C@H:15]2[CH2:16][N:17]([C:19]([O:21][C:22]([CH3:25])([CH3:24])[CH3:23])=[O:20])[CH2:18][C@@H:14]2[C:13]2[CH:12]=[CH:11][CH:10]=[C:9]([C:26]([F:29])([F:28])[F:27])[C:8]=2[C:7]1=[O:30].I[CH3:32]. The catalyst is C1COCC1.COC(C)(C)C. The product is [CH3:32][O:3][CH2:4][CH2:5][N:6]1[C@H:15]2[CH2:16][N:17]([C:19]([O:21][C:22]([CH3:25])([CH3:24])[CH3:23])=[O:20])[CH2:18][C@@H:14]2[C:13]2[CH:12]=[CH:11][CH:10]=[C:9]([C:26]([F:27])([F:29])[F:28])[C:8]=2[C:7]1=[O:30]. The yield is 0.370. (5) The reactants are [Cl:1][C:2]1[N:3]=[C:4](Cl)[C:5]2[CH2:10][CH2:9][CH:8]([C:11]3[CH:16]=[CH:15][C:14]([Cl:17])=[CH:13][CH:12]=3)[C:6]=2[N:7]=1.[CH3:19][NH:20][CH3:21]. The catalyst is CO. The product is [Cl:1][C:2]1[N:3]=[C:4]([N:20]([CH3:21])[CH3:19])[C:5]2[CH2:10][CH2:9][CH:8]([C:11]3[CH:16]=[CH:15][C:14]([Cl:17])=[CH:13][CH:12]=3)[C:6]=2[N:7]=1. The yield is 0.476. (6) The reactants are [CH3:1][CH:2]1[CH2:6][CH2:5][CH2:4][N:3]1[CH2:7][CH2:8][CH2:9][O:10][C:11]1[CH:16]=[CH:15][C:14]([C:17]2[S:18][C:19]3[CH2:25][CH2:24][CH2:23][CH:22]([NH:26]C(=O)OCC4C=CC=CC=4)[C:20]=3[N:21]=2)=[CH:13][CH:12]=1.O. The catalyst is Cl. The product is [CH3:1][CH:2]1[CH2:6][CH2:5][CH2:4][N:3]1[CH2:7][CH2:8][CH2:9][O:10][C:11]1[CH:16]=[CH:15][C:14]([C:17]2[S:18][C:19]3[CH2:25][CH2:24][CH2:23][CH:22]([NH2:26])[C:20]=3[N:21]=2)=[CH:13][CH:12]=1. The yield is 0.610.